Task: Predict the product of the given reaction.. Dataset: Forward reaction prediction with 1.9M reactions from USPTO patents (1976-2016) (1) The product is: [Cl:1][C:2]1[CH:28]=[CH:27][C:5]([CH2:6][NH:7][C:8]([C:10]2[C:11](=[O:26])[C:12]3[CH:18]=[C:17]([CH2:19][N:20]4[CH2:21][CH2:22][O:23][CH2:24][CH2:25]4)[S:16][C:13]=3[N:14]([CH2:36][CH3:37])[CH:15]=2)=[O:9])=[CH:4][CH:3]=1. Given the reactants [Cl:1][C:2]1[CH:28]=[CH:27][C:5]([CH2:6][NH:7][C:8]([C:10]2[C:11]([OH:26])=[C:12]3[CH:18]=[C:17]([CH2:19][N:20]4[CH2:25][CH2:24][O:23][CH2:22][CH2:21]4)[S:16][C:13]3=[N:14][CH:15]=2)=[O:9])=[CH:4][CH:3]=1.C(=O)([O-])[O-].[K+].[K+].I[CH2:36][CH3:37].O, predict the reaction product. (2) Given the reactants [Cl:1][C:2]1[CH:3]=[C:4]([CH:10]=[CH:11][CH:12]=1)[O:5][CH2:6][C:7]([OH:9])=O.[CH3:13][CH:14]([CH3:18])[C@H:15]([NH2:17])[CH3:16], predict the reaction product. The product is: [Cl:1][C:2]1[CH:3]=[C:4]([CH:10]=[CH:11][CH:12]=1)[O:5][CH2:6][C:7]([NH:17][C@@H:15]([CH:14]([CH3:18])[CH3:13])[CH3:16])=[O:9].